This data is from Forward reaction prediction with 1.9M reactions from USPTO patents (1976-2016). The task is: Predict the product of the given reaction. (1) Given the reactants C[O:2][C:3]([C:5]1[CH:6]=[CH:7][C:8](O)=[CH:9][CH:10]=1)=[O:4].C1(=O)O[CH2:15][CH2:14][O:13]1.[BrH:18], predict the reaction product. The product is: [Br:18][CH2:15][CH2:14][O:13][C:10]1[CH:9]=[CH:8][CH:7]=[CH:6][C:5]=1[C:3]([OH:2])=[O:4]. (2) Given the reactants [Cl:1][C:2]1[CH:3]=[C:4]([CH2:10][CH2:11][C:12](O)=O)[CH:5]=[CH:6][C:7]=1[O:8][CH3:9].C1CCC(N=C=NC2CCCCC2)CC1.[N:30]1[C:34]2[CH:35]=[CH:36][C:37]([C:39]([NH:41][NH2:42])=O)=[CH:38][C:33]=2[NH:32][CH:31]=1.COC1C=CC(P2(SP(C3C=CC(OC)=CC=3)(=S)S2)=[S:52])=CC=1, predict the reaction product. The product is: [Cl:1][C:2]1[CH:3]=[C:4]([CH:5]=[CH:6][C:7]=1[O:8][CH3:9])[CH2:10][CH2:11][C:12]1[S:52][C:39]([C:37]2[CH:36]=[CH:35][C:34]3[NH:30][CH:31]=[N:32][C:33]=3[CH:38]=2)=[N:41][N:42]=1. (3) Given the reactants [NH2:1][C:2]1[C:7]([NH2:8])=[C:6]([NH:9][C@@H:10]2[C@@H:15]3[CH2:16][C@@H:12]([CH:13]=[CH:14]3)[C@@H:11]2[C:17]([NH2:19])=[O:18])[C:5]([Cl:20])=[CH:4][N:3]=1.[F:21][C:22]1[CH:23]=[C:24]([CH:28]=O)[CH:25]=[CH:26][CH:27]=1.C([O-])(=O)C.[NH4+], predict the reaction product. The product is: [Cl:20][C:5]1[C:6]([NH:9][CH:10]2[CH:15]3[CH2:16][CH:12]([CH:13]=[CH:14]3)[CH:11]2[C:17]([NH2:19])=[O:18])=[C:7]2[N:8]=[C:28]([C:24]3[CH:25]=[CH:26][CH:27]=[C:22]([F:21])[CH:23]=3)[NH:1][C:2]2=[N:3][CH:4]=1. (4) Given the reactants [CH2:1]([NH:11][CH2:12][CH2:13][OH:14])[CH2:2][CH2:3][CH2:4][CH2:5][CH2:6][CH2:7][CH2:8][CH2:9][CH3:10].CCN(CC)CC.[CH3:22][C:23]([O:26][C:27](O[C:27]([O:26][C:23]([CH3:25])([CH3:24])[CH3:22])=[O:28])=[O:28])([CH3:25])[CH3:24], predict the reaction product. The product is: [CH2:1]([N:11]([CH2:12][CH2:13][OH:14])[C:27](=[O:28])[O:26][C:23]([CH3:25])([CH3:24])[CH3:22])[CH2:2][CH2:3][CH2:4][CH2:5][CH2:6][CH2:7][CH2:8][CH2:9][CH3:10]. (5) The product is: [CH3:34][CH:35]([CH3:68])[C@H:36]([N:41]1[CH2:49][C:48]2[C:43](=[CH:44][C:45]([C:50]3[CH:51]=[CH:52][C:53]([NH:56][S:57]([CH2:60][C:61]4[CH:62]=[CH:63][CH:64]=[CH:65][CH:66]=4)(=[O:59])=[O:58])=[CH:54][CH:55]=3)=[CH:46][CH:47]=2)[C:42]1=[O:67])[C:37]([OH:39])=[O:38]. Given the reactants CC(C)[C@H](N1CC2C(=CC(C3C=CC(NS(C4C=CC=CC=4)(=O)=O)=CC=3)=CC=2)C1=O)C(O)=O.[CH3:34][CH:35]([CH3:68])[C@H:36]([N:41]1[CH2:49][C:48]2[C:43](=[CH:44][C:45]([C:50]3[CH:55]=[CH:54][C:53]([NH:56][S:57]([CH2:60][C:61]4[CH:66]=[CH:65][CH:64]=[CH:63][CH:62]=4)(=[O:59])=[O:58])=[CH:52][CH:51]=3)=[CH:46][CH:47]=2)[C:42]1=[O:67])[C:37]([O:39]C)=[O:38], predict the reaction product. (6) Given the reactants [CH:1]1([C:5]2[N:9]3[CH:10]=[CH:11][N:12]=[C:13]([NH2:14])[C:8]3=[C:7](I)[N:6]=2)[CH2:4][CH2:3][CH2:2]1.[N:16]1[CH:21]=[CH:20][CH:19]=[CH:18][C:17]=1[C:22]1[CH:31]=[CH:30][C:29]2[C:24](=[CH:25][C:26](B3OC(C)(C)C(C)(C)O3)=[CH:27][CH:28]=2)[N:23]=1.C([O-])([O-])=O.[Na+].[Na+].O, predict the reaction product. The product is: [CH:1]1([C:5]2[N:9]3[CH:10]=[CH:11][N:12]=[C:13]([NH2:14])[C:8]3=[C:7]([C:26]3[CH:25]=[C:24]4[C:29]([CH:30]=[CH:31][C:22]([C:17]5[CH:18]=[CH:19][CH:20]=[CH:21][N:16]=5)=[N:23]4)=[CH:28][CH:27]=3)[N:6]=2)[CH2:4][CH2:3][CH2:2]1.